Dataset: Cav3 T-type calcium channel HTS with 100,875 compounds. Task: Binary Classification. Given a drug SMILES string, predict its activity (active/inactive) in a high-throughput screening assay against a specified biological target. (1) The drug is O=C(NC1CCCCC1)C1(N(C)C(=O)c2ncccc2)CCCCC1. The result is 0 (inactive). (2) The compound is s1\c([nH]c2c1cccc2)=C(/C(=O)N1CCCCC1)C#N. The result is 0 (inactive). (3) The drug is Clc1cc(n2nc(c3c(c2=O)cccc3)C(=O)NCC(=O)NCC2OCCC2)ccc1OC. The result is 0 (inactive). (4) The molecule is ClC=1CC(C(CC1)C(O)=O)C(=O)NCc1ccccc1. The result is 0 (inactive).